From a dataset of Catalyst prediction with 721,799 reactions and 888 catalyst types from USPTO. Predict which catalyst facilitates the given reaction. (1) Reactant: [CH3:1][O:2][C:3](=[O:18])[C:4]1[CH:9]=[C:8]([NH:10][C:11](=[O:13])[CH3:12])[CH:7]=[C:6]([N+:14]([O-:16])=O)[C:5]=1[CH3:17].[CH3:19]OC(OC)N(C)C. Product: [CH3:1][O:2][C:3]([C:4]1[C:5]2[CH:17]=[CH:19][N:14]([OH:16])[C:6]=2[CH:7]=[C:8]([NH:10][C:11](=[O:13])[CH3:12])[CH:9]=1)=[O:18]. The catalyst class is: 9. (2) Reactant: C([C@@H:3]1[C@@H:7]([CH2:8][O:9]C(C2C=CC=CC=2)(C2C=CC=CC=2)C2C=CC=CC=2)[O:6][C@@H:5]([N:29]2[CH:37]=[C:35]([CH3:36])[C:33](=[O:34])[NH:32][C:30]2=[O:31])[CH2:4]1)=O.CC(O)=[O:40].Cl.CON. Product: [C@@H:5]1([N:29]2[CH:37]=[C:35]([CH3:36])[C:33](=[O:34])[NH:32][C:30]2=[O:31])[O:6][C@H:7]([CH2:8][OH:9])[C@@H:3]([OH:40])[CH2:4]1. The catalyst class is: 61. (3) Reactant: [Cl:1][C:2]1[CH:17]=[CH:16][C:5]([O:6][C:7]2[CH:8]=[C:9]([CH:13]=[CH:14][CH:15]=2)[C:10](O)=[O:11])=[C:4]([N+:18]([O-:20])=[O:19])[CH:3]=1.C(Cl)(=O)C([Cl:24])=O. Product: [Cl:1][C:2]1[CH:17]=[CH:16][C:5]([O:6][C:7]2[CH:8]=[C:9]([CH:13]=[CH:14][CH:15]=2)[C:10]([Cl:24])=[O:11])=[C:4]([N+:18]([O-:20])=[O:19])[CH:3]=1. The catalyst class is: 3. (4) Reactant: [O:1]1[C:6]2[CH:7]=[CH:8][CH:9]=[CH:10][C:5]=2[NH:4][C:3](=[O:11])[CH2:2]1.Br[CH2:13][CH2:14][O:15][C:16]1[CH:23]=[CH:22][C:19]([CH:20]=[O:21])=[CH:18][CH:17]=1.C(=O)([O-])[O-].[K+].[K+].O. Product: [O:11]=[C:3]1[N:4]([CH2:13][CH2:14][O:15][C:16]2[CH:23]=[CH:22][C:19]([CH:20]=[O:21])=[CH:18][CH:17]=2)[C:5]2[CH:10]=[CH:9][CH:8]=[CH:7][C:6]=2[O:1][CH2:2]1. The catalyst class is: 9. (5) Product: [Br:1][C:2]1[CH:7]=[CH:6][CH:5]=[CH:4][C:3]=1[CH2:8][CH2:9][C:10]([N:16]([CH:13]([CH3:15])[CH3:14])[NH:17][C:18](=[O:25])[C:19]1[CH:24]=[CH:23][CH:22]=[CH:21][CH:20]=1)=[O:12]. The catalyst class is: 3. Reactant: [Br:1][C:2]1[CH:7]=[CH:6][CH:5]=[CH:4][C:3]=1[CH2:8][CH2:9][C:10]([OH:12])=O.[CH:13]([NH:16][NH:17][C:18](=[O:25])[C:19]1[CH:24]=[CH:23][CH:22]=[CH:21][CH:20]=1)([CH3:15])[CH3:14].C(N(CC)CC)C.C1C=CC2N(O)N=NC=2C=1.CCN=C=NCCCN(C)C. (6) The catalyst class is: 6. Product: [NH2:23][C:21]1[NH:1][C:2]2[S:3][C:4]([CH3:18])=[C:5]([C:12]3[CH:17]=[CH:16][CH:15]=[CH:14][CH:13]=3)[C:6]=2[C:7](=[O:8])[N:22]=1. Reactant: [NH2:1][C:2]1[S:3][C:4]([CH3:18])=[C:5]([C:12]2[CH:17]=[CH:16][CH:15]=[CH:14][CH:13]=2)[C:6]=1[C:7](OCC)=[O:8].Cl.Cl[C:21]([NH2:23])=[NH:22].CS(C)(=O)=O.N. (7) The catalyst class is: 19. Product: [ClH:11].[CH2:1]([C:3]1[CH:10]=[CH:9][CH:8]=[CH:7][C:4]=1[CH2:5][NH2:6])[CH3:2]. Reactant: [CH2:1]([C:3]1[CH:10]=[CH:9][CH:8]=[CH:7][C:4]=1[C:5]#[N:6])[CH3:2].[ClH:11].O1CCOCC1.[H][H]. (8) Reactant: I[CH2:2][CH2:3][CH2:4][S:5][CH2:6][CH2:7][CH2:8][C:9]([F:15])([F:14])[C:10]([F:13])([F:12])[F:11].[CH3:16][NH2:17]. Product: [CH3:16][NH:17][CH2:2][CH2:3][CH2:4][S:5][CH2:6][CH2:7][CH2:8][C:9]([F:15])([F:14])[C:10]([F:13])([F:12])[F:11]. The catalyst class is: 23. (9) Reactant: [Cl-].O[NH3+:3].[C:4](=[O:7])([O-])[OH:5].[Na+].CS(C)=O.[CH2:13]([C:17]1[N:18]=[C:19]([CH3:51])[N:20]([CH2:39][C:40]2[N:41]=[C:42]([C:45]3[CH:50]=[CH:49][CH:48]=[CH:47][N:46]=3)[S:43][CH:44]=2)[C:21](=[O:38])[C:22]=1[CH2:23][C:24]1[CH:29]=[CH:28][C:27]([C:30]2[C:31]([C:36]#[N:37])=[CH:32][CH:33]=[CH:34][CH:35]=2)=[CH:26][CH:25]=1)[CH2:14][CH2:15][CH3:16]. Product: [CH2:13]([C:17]1[N:18]=[C:19]([CH3:51])[N:20]([CH2:39][C:40]2[N:41]=[C:42]([C:45]3[CH:50]=[CH:49][CH:48]=[CH:47][N:46]=3)[S:43][CH:44]=2)[C:21](=[O:38])[C:22]=1[CH2:23][C:24]1[CH:29]=[CH:28][C:27]([C:30]2[CH:35]=[CH:34][CH:33]=[CH:32][C:31]=2[C:36]2[NH:3][C:4](=[O:7])[O:5][N:37]=2)=[CH:26][CH:25]=1)[CH2:14][CH2:15][CH3:16]. The catalyst class is: 13. (10) Reactant: [CH3:1][C:2]([CH3:28])([CH:6]([C:22]1[CH:27]=[CH:26][CH:25]=[CH:24][CH:23]=1)[C:7]1[CH:15]=[C:14]2[C:10]([C:11]([C:16]3[CH:21]=[CH:20][CH:19]=[CH:18][CH:17]=3)=[N:12][NH:13]2)=[CH:9][CH:8]=1)[C:3]([OH:5])=O.[NH2:29][C:30]1[S:31][CH:32]=[CH:33][N:34]=1.C(N(C(C)C)CC)(C)C.CN(C(ON1N=NC2C=CC=NC1=2)=[N+](C)C)C.F[P-](F)(F)(F)(F)F. Product: [CH3:1][C:2]([CH3:28])([CH:6]([C:22]1[CH:23]=[CH:24][CH:25]=[CH:26][CH:27]=1)[C:7]1[CH:15]=[C:14]2[C:10]([C:11]([C:16]3[CH:21]=[CH:20][CH:19]=[CH:18][CH:17]=3)=[N:12][NH:13]2)=[CH:9][CH:8]=1)[C:3]([NH:29][C:30]1[S:31][CH:32]=[CH:33][N:34]=1)=[O:5]. The catalyst class is: 3.